This data is from Reaction yield outcomes from USPTO patents with 853,638 reactions. The task is: Predict the reaction yield, written as a fraction of the theoretical maximum amount of product (1.0 means a 100% yield; for example, 0.34 means a 34% yield). (1) The reactants are [NH3:1].[NH:2]1[CH:6]=[N:5][C:4]([S:7](Cl)(=[O:9])=[O:8])=[N:3]1. The catalyst is C1COCC1. The product is [NH:2]1[CH:6]=[N:5][C:4]([S:7]([NH2:1])(=[O:9])=[O:8])=[N:3]1. The yield is 0.543. (2) The reactants are [CH3:1][C:2]1[CH:7]=[C:6]([N:8]2[CH2:13][CH2:12][O:11][CH2:10][CH2:9]2)[CH:5]=[CH:4][C:3]=1[NH2:14].[CH:15](N(C(C)C)CC)(C)C.ClC(OC)=O.NC1C=CC=CC=1.[Cl:36][C:37]1[CH:38]=[CH:39][C:40]2[N:46]([CH3:47])[C:45](=[O:48])[CH:44]([N:49]=[C:50]=[S:51])[N:43]=[C:42]([C:52]3[CH:57]=[CH:56][CH:55]=[CH:54][C:53]=3[Cl:58])[C:41]=2[CH:59]=1. The catalyst is C(Cl)Cl. The product is [Cl:36][C:37]1[CH:38]=[CH:39][C:40]2[N:46]([CH3:47])[C:45](=[O:48])[CH:44]([NH:49][C:50](=[S:51])[N:14]([CH3:15])[C:3]3[CH:4]=[CH:5][C:6]([N:8]4[CH2:9][CH2:10][O:11][CH2:12][CH2:13]4)=[CH:7][C:2]=3[CH3:1])[N:43]=[C:42]([C:52]3[CH:57]=[CH:56][CH:55]=[CH:54][C:53]=3[Cl:58])[C:41]=2[CH:59]=1. The yield is 0.740. (3) The reactants are CO[C:3](=[O:25])[C:4]1[CH:9]=[CH:8][C:7]([O:10][CH2:11][C:12]2[C:13]([C:18]3[CH:23]=[CH:22][C:21]([Cl:24])=[CH:20][CH:19]=3)=[N:14][O:15][C:16]=2[CH3:17])=[N:6][CH:5]=1.COC(=O)C1C=CC(OCC2C(C3C=CC=C(F)C=3)=NOC=2C)=NC=1.[NH:51]1[CH2:56][CH2:55][O:54][CH2:53][CH2:52]1. No catalyst specified. The product is [Cl:24][C:21]1[CH:22]=[CH:23][C:18]([C:13]2[C:12]([CH2:11][O:10][C:7]3[N:6]=[CH:5][C:4]([C:3]([N:51]4[CH2:56][CH2:55][O:54][CH2:53][CH2:52]4)=[O:25])=[CH:9][CH:8]=3)=[C:16]([CH3:17])[O:15][N:14]=2)=[CH:19][CH:20]=1. The yield is 0.850. (4) The reactants are [CH3:1][C:2]1[CH:7]=[CH:6][CH:5]=[CH:4][C:3]=1[C:8]1[N:12]([S:13]([C:16]2[CH:17]=[N:18][CH:19]=[CH:20][CH:21]=2)(=[O:15])=[O:14])[CH:11]=[C:10]([C:22]#N)[CH:9]=1.[O:24]1CCCC1.C(O)(=O)C.[ClH:33].C(OCC)(=O)C. The catalyst is [Ni].C(OCC)(=O)C.O. The product is [ClH:33].[CH3:1][C:2]1[CH:7]=[CH:6][CH:5]=[CH:4][C:3]=1[C:8]1[N:12]([S:13]([C:16]2[CH:17]=[N:18][CH:19]=[CH:20][CH:21]=2)(=[O:15])=[O:14])[CH:11]=[C:10]([CH:22]=[O:24])[CH:9]=1. The yield is 0.850. (5) The reactants are [Br:1][C:2]1[CH:3]=[C:4]([N+:12]([O-:14])=[O:13])[C:5]([CH3:11])=[C:6]([CH:10]=1)[C:7]([OH:9])=[O:8].IC.[C:17](=O)([O-])[O-].[Na+].[Na+]. The catalyst is CN(C=O)C. The product is [Br:1][C:2]1[CH:3]=[C:4]([N+:12]([O-:14])=[O:13])[C:5]([CH3:11])=[C:6]([CH:10]=1)[C:7]([O:9][CH3:17])=[O:8]. The yield is 0.945. (6) The reactants are Br[CH2:2][C:3]1[CH:8]=[CH:7][C:6]([C:9]2[CH:10]=[C:11]([C:21]([NH:23][CH2:24][C:25]3[C:26](=[O:33])[NH:27][C:28]([CH3:32])=[CH:29][C:30]=3[CH3:31])=[O:22])[C:12]3[CH:17]=[N:16][N:15]([CH:18]([CH3:20])[CH3:19])[C:13]=3[N:14]=2)=[CH:5][CH:4]=1.[CH3:34][N:35]([CH3:41])[CH2:36][CH2:37][CH2:38][NH:39][CH3:40]. The catalyst is CN(C=O)C. The product is [CH3:31][C:30]1[CH:29]=[C:28]([CH3:32])[NH:27][C:26](=[O:33])[C:25]=1[CH2:24][NH:23][C:21]([C:11]1[C:12]2[CH:17]=[N:16][N:15]([CH:18]([CH3:20])[CH3:19])[C:13]=2[N:14]=[C:9]([C:6]2[CH:5]=[CH:4][C:3]([CH2:2][N:39]([CH2:38][CH2:37][CH2:36][N:35]([CH3:41])[CH3:34])[CH3:40])=[CH:8][CH:7]=2)[CH:10]=1)=[O:22]. The yield is 0.300.